This data is from hERG Central: cardiac toxicity at 1µM, 10µM, and general inhibition. The task is: Predict hERG channel inhibition at various concentrations. (1) The compound is CCc1ccc(OCC(O)CN2CCN(c3ccccc3)CC2)cc1.Cl. Results: hERG_inhib (hERG inhibition (general)): blocker. (2) The compound is CCC(=O)Nc1cccc(NC(=O)c2cccc([N+](=O)[O-])c2)c1. Results: hERG_inhib (hERG inhibition (general)): blocker.